This data is from Peptide-MHC class II binding affinity with 134,281 pairs from IEDB. The task is: Regression. Given a peptide amino acid sequence and an MHC pseudo amino acid sequence, predict their binding affinity value. This is MHC class II binding data. (1) The peptide sequence is SLLWNGPMAVSMTGVK. The MHC is DRB1_1301 with pseudo-sequence DRB1_1301. The binding affinity (normalized) is 0.482. (2) The peptide sequence is IKEVVMAYVGIKL. The MHC is HLA-DPA10301-DPB10402 with pseudo-sequence HLA-DPA10301-DPB10402. The binding affinity (normalized) is 0.436. (3) The peptide sequence is GCQTYKWETFLTSEL. The MHC is HLA-DQA10501-DQB10301 with pseudo-sequence HLA-DQA10501-DQB10301. The binding affinity (normalized) is 0.0246. (4) The peptide sequence is IALLVLAVGPAYSAH. The MHC is DRB1_0301 with pseudo-sequence DRB1_0301. The binding affinity (normalized) is 0.738. (5) The peptide sequence is FRNIVNMLHGVRDGL. The MHC is HLA-DQA10101-DQB10501 with pseudo-sequence HLA-DQA10101-DQB10501. The binding affinity (normalized) is 0.231.